This data is from Forward reaction prediction with 1.9M reactions from USPTO patents (1976-2016). The task is: Predict the product of the given reaction. (1) Given the reactants [C:1]([O:5][C:6](=[O:16])[N:7]([C:9]1[CH:14]=[CH:13][CH:12]=[C:11]([NH2:15])[CH:10]=1)[CH3:8])([CH3:4])([CH3:3])[CH3:2].[Cl:17][C:18]1[N:23]=[C:22](Cl)[C:21]([F:25])=[CH:20][N:19]=1.CCN(C(C)C)C(C)C.CCCCCC.C(OCC)(=O)C, predict the reaction product. The product is: [Cl:17][C:18]1[N:23]=[C:22]([NH:15][C:11]2[CH:10]=[C:9]([N:7]([CH3:8])[C:6](=[O:16])[O:5][C:1]([CH3:4])([CH3:2])[CH3:3])[CH:14]=[CH:13][CH:12]=2)[C:21]([F:25])=[CH:20][N:19]=1. (2) Given the reactants Cl.Cl[CH2:3][C:4]1[C:9]([CH3:10])=[C:8]([O:11][CH3:12])[C:7]([CH3:13])=[CH:6][N:5]=1.[SH:14][C:15]1[NH:16][C:17]2[C:23]([S:24]([C:27]3[C:38]([CH3:39])=[CH:37][C:30]([O:31][CH2:32][C:33]([O:35][CH3:36])=[O:34])=[CH:29][C:28]=3[CH3:40])(=[O:26])=[O:25])=[C:22]([O:41][CH3:42])[CH:21]=[CH:20][C:18]=2[N:19]=1.C(=O)([O-])[O-].[K+].[K+].Cl, predict the reaction product. The product is: [CH3:42][O:41][C:22]1[CH:21]=[CH:20][C:18]2[N:19]=[C:15]([S:14][CH2:3][C:4]3[C:9]([CH3:10])=[C:8]([O:11][CH3:12])[C:7]([CH3:13])=[CH:6][N:5]=3)[NH:16][C:17]=2[C:23]=1[S:24]([C:27]1[C:28]([CH3:40])=[CH:29][C:30]([O:31][CH2:32][C:33]([O:35][CH3:36])=[O:34])=[CH:37][C:38]=1[CH3:39])(=[O:25])=[O:26]. (3) Given the reactants C(O)(C(F)(F)F)=O.C(OC([NH:15][C@H:16]([CH2:21][CH2:22][C:23](=O)[CH3:24])[C:17]([O:19][CH3:20])=[O:18])=O)(C)(C)C, predict the reaction product. The product is: [CH3:24][C:23]1[CH2:22][CH2:21][C@H:16]([C:17]([O:19][CH3:20])=[O:18])[N:15]=1. (4) Given the reactants C([O:8][C:9]1[C:10]([CH3:24])=[C:11]([CH3:23])[C:12]([NH:16][CH:17]2[CH2:22][CH2:21][CH2:20][CH2:19][CH2:18]2)=[N:13][C:14]=1[CH3:15])C1C=CC=CC=1, predict the reaction product. The product is: [CH:17]1([NH:16][C:12]2[N:13]=[C:14]([CH3:15])[C:9]([OH:8])=[C:10]([CH3:24])[C:11]=2[CH3:23])[CH2:18][CH2:19][CH2:20][CH2:21][CH2:22]1.